Dataset: Catalyst prediction with 721,799 reactions and 888 catalyst types from USPTO. Task: Predict which catalyst facilitates the given reaction. (1) Reactant: [CH3:1][O:2][C:3]1[CH:9]=[CH:8][C:7]([N+:10]([O-:12])=[O:11])=[CH:6][C:4]=1[NH2:5].[Br:13][C:14]1[CH:19]=[CH:18][C:17]([S:20](Cl)(=[O:22])=[O:21])=[CH:16][C:15]=1[F:24]. Product: [Br:13][C:14]1[CH:19]=[CH:18][C:17]([S:20]([NH:5][C:4]2[CH:6]=[C:7]([N+:10]([O-:12])=[O:11])[CH:8]=[CH:9][C:3]=2[O:2][CH3:1])(=[O:22])=[O:21])=[CH:16][C:15]=1[F:24]. The catalyst class is: 529. (2) Reactant: [Br:1][C:2]1[C:11]2[C:6](=[CH:7][CH:8]=[CH:9][CH:10]=2)[C:5]([OH:12])=[C:4]([C:13]([OH:15])=O)[CH:3]=1.ON1C2C=CC=CC=2N=N1.Cl.C(N=C=NCCCN(C)C)C.C(N(CC)C(C)C)(C)C.Cl.[CH3:48][O:49][C:50](=[O:55])[C:51]([NH2:54])([CH3:53])[CH3:52]. Product: [CH3:48][O:49][C:50](=[O:55])[C:51]([NH:54][C:13]([C:4]1[CH:3]=[C:2]([Br:1])[C:11]2[C:6](=[CH:7][CH:8]=[CH:9][CH:10]=2)[C:5]=1[OH:12])=[O:15])([CH3:53])[CH3:52]. The catalyst class is: 3. (3) Reactant: [NH2:1][C:2]1[CH:7]=[CH:6][C:5]([O:8][CH:9]2[CH2:12][CH2:11][CH2:10]2)=[CH:4][C:3]=1[C:13]1[CH:14]=[C:15]([CH:29]=[CH:30][N:31]=1)[C:16]([NH:18][C@@H:19]1[C:28]2[C:23](=[CH:24][CH:25]=[CH:26][CH:27]=2)[CH2:22][CH2:21][CH2:20]1)=[O:17].[CH3:32][C:33]([CH3:62])([O:35][C:36](=[O:61])[CH2:37][CH2:38][O:39][CH2:40][CH2:41][O:42][CH2:43][CH2:44][O:45][CH2:46][CH2:47][O:48][CH2:49][CH2:50][CH2:51][C:52]1[CH:53]=[C:54]([CH:58]=[CH:59][CH:60]=1)[C:55](O)=[O:56])[CH3:34].CCN(C(C)C)C(C)C.CN(C(ON1N=NC2C=CC=NC1=2)=[N+](C)C)C.F[P-](F)(F)(F)(F)F. Product: [CH:9]1([O:8][C:5]2[CH:6]=[CH:7][C:2]([NH:1][C:55]([C:54]3[CH:53]=[C:52]([CH2:51][CH2:50][CH2:49][O:48][CH2:47][CH2:46][O:45][CH2:44][CH2:43][O:42][CH2:41][CH2:40][O:39][CH2:38][CH2:37][C:36]([O:35][C:33]([CH3:62])([CH3:34])[CH3:32])=[O:61])[CH:60]=[CH:59][CH:58]=3)=[O:56])=[C:3]([C:13]3[CH:14]=[C:15]([C:16](=[O:17])[NH:18][C@@H:19]4[C:28]5[C:23](=[CH:24][CH:25]=[CH:26][CH:27]=5)[CH2:22][CH2:21][CH2:20]4)[CH:29]=[CH:30][N:31]=3)[CH:4]=2)[CH2:12][CH2:11][CH2:10]1. The catalyst class is: 3. (4) Reactant: [CH:1]([CH:4]1[CH2:12][C:11]2[C:6](=[C:7](Cl)[CH:8]=[CH:9][CH:10]=2)[C:5]1=[O:14])([CH3:3])[CH3:2].[C:15]([C:19]1[CH:24]=[CH:23][C:22](B(O)O)=[CH:21][CH:20]=1)([CH3:18])([CH3:17])[CH3:16].C(=O)([O-])[O-].[Na+].[Na+].C(O)CO. Product: [CH:1]([CH:4]1[CH2:12][C:11]2[C:6](=[C:7]([C:22]3[CH:23]=[CH:24][C:19]([C:15]([CH3:18])([CH3:17])[CH3:16])=[CH:20][CH:21]=3)[CH:8]=[CH:9][CH:10]=2)[C:5]1=[O:14])([CH3:3])[CH3:2]. The catalyst class is: 6. (5) Reactant: [NH:1]1[CH2:5][CH2:4][C@@H:3]([OH:6])[CH2:2]1.[Cl:7][C:8]1[C:13]([C:14]2[CH:19]=[CH:18][CH:17]=[CH:16][CH:15]=2)=[N:12][N:11]=[C:10]2[N:20]([CH2:29][CH2:30]I)[N:21]=[C:22]([C:23]3[CH:28]=[CH:27][CH:26]=[CH:25][CH:24]=3)[C:9]=12. Product: [Cl:7][C:8]1[C:13]([C:14]2[CH:15]=[CH:16][CH:17]=[CH:18][CH:19]=2)=[N:12][N:11]=[C:10]2[N:20]([CH2:29][CH2:30][N:1]3[CH2:5][CH2:4][C@@H:3]([OH:6])[CH2:2]3)[N:21]=[C:22]([C:23]3[CH:24]=[CH:25][CH:26]=[CH:27][CH:28]=3)[C:9]=12. The catalyst class is: 2.